Dataset: Full USPTO retrosynthesis dataset with 1.9M reactions from patents (1976-2016). Task: Predict the reactants needed to synthesize the given product. (1) Given the product [Br:1][C:2]1[CH:14]=[C:13]2[C:5]([C:6]3[C:7](=[O:23])[CH2:8][CH2:9][CH2:10][C:11]=3[NH:12]2)=[CH:4][CH:3]=1, predict the reactants needed to synthesize it. The reactants are: [Br:1][C:2]1[CH:14]=[C:13]2[C:5]([C:6]3[CH2:7][CH2:8][CH2:9][CH2:10][C:11]=3[NH:12]2)=[CH:4][CH:3]=1.ClC1C(=O)C(C#N)=C(C#N)C(=[O:23])C=1Cl. (2) Given the product [F:17][C:11]1[CH:10]=[C:9]([C:5]2[C:6]([NH2:8])=[CH:7][C:2]([N:18]3[CH2:23][CH2:22][O:21][CH2:20][CH2:19]3)=[N:3][CH:4]=2)[CH:14]=[CH:13][C:12]=1[O:15][CH3:16], predict the reactants needed to synthesize it. The reactants are: Cl[C:2]1[CH:7]=[C:6]([NH2:8])[C:5]([C:9]2[CH:14]=[CH:13][C:12]([O:15][CH3:16])=[C:11]([F:17])[CH:10]=2)=[CH:4][N:3]=1.[NH:18]1[CH2:23][CH2:22][O:21][CH2:20][CH2:19]1.C1(P(C2CCCCC2)C2C=CC=CC=2C2C(C(C)C)=CC(C(C)C)=CC=2C(C)C)CCCCC1.C[Si]([N-][Si](C)(C)C)(C)C.[Li+]. (3) Given the product [Cl:1][C:2]1[C:3]([OH:16])=[C:4]([CH:9]=[CH:10][C:11]=1[C:12]([F:14])([F:15])[F:13])[C:5]([O:7][CH3:8])=[O:6], predict the reactants needed to synthesize it. The reactants are: [Cl:1][C:2]1[C:3]([O:16]C(OC)=O)=[C:4]([CH:9]=[CH:10][C:11]=1[C:12]([F:15])([F:14])[F:13])[C:5]([O:7][CH3:8])=[O:6].C(=O)([O-])[O-].[K+].[K+]. (4) The reactants are: C[O:2][C:3]([C:5]1[S:29][C:8]2[N:9]=[CH:10][N:11]=[C:12]([NH:13][C:14]3[CH:19]=[CH:18][C:17]([F:20])=[CH:16][C:15]=3[O:21][CH2:22][CH:23]3[CH2:28][CH2:27][O:26][CH2:25][CH2:24]3)[C:7]=2[C:6]=1[CH3:30])=[O:4].[OH-].[Na+]. Given the product [F:20][C:17]1[CH:18]=[CH:19][C:14]([NH:13][C:12]2[C:7]3[C:6]([CH3:30])=[C:5]([C:3]([OH:4])=[O:2])[S:29][C:8]=3[N:9]=[CH:10][N:11]=2)=[C:15]([O:21][CH2:22][CH:23]2[CH2:28][CH2:27][O:26][CH2:25][CH2:24]2)[CH:16]=1, predict the reactants needed to synthesize it. (5) Given the product [Cl:17][C:18]1[CH:23]=[CH:22][C:5]([CH:4]([N:2]([CH3:3])[CH3:1])[CH:7]2[CH2:16][CH2:15][C:10]3([O:14][CH2:13][CH2:12][O:11]3)[CH2:9][CH2:8]2)=[CH:20][CH:19]=1, predict the reactants needed to synthesize it. The reactants are: [CH3:1][N:2]([CH:4]([CH:7]1[CH2:16][CH2:15][C:10]2([O:14][CH2:13][CH2:12][O:11]2)[CH2:9][CH2:8]1)[C:5]#N)[CH3:3].[Cl:17][C:18]1[CH:23]=[CH:22]C([Mg]Br)=[CH:20][CH:19]=1.[Cl-].[NH4+]. (6) Given the product [CH3:15][O:12][C:10]1[C:9]2[C:4](=[CH:5][CH:6]=[CH:7][CH:8]=2)[N:3]=[C:2]([NH2:1])[CH:11]=1, predict the reactants needed to synthesize it. The reactants are: [NH2:1][C:2]1[CH:11]=[C:10]([OH:12])[C:9]2[C:4](=[CH:5][CH:6]=[CH:7][CH:8]=2)[N:3]=1.CI.[C:15](=O)([O-])[O-].[K+].[K+].